From a dataset of NCI-60 drug combinations with 297,098 pairs across 59 cell lines. Regression. Given two drug SMILES strings and cell line genomic features, predict the synergy score measuring deviation from expected non-interaction effect. (1) Drug 1: CC1=C2C(C(=O)C3(C(CC4C(C3C(C(C2(C)C)(CC1OC(=O)C(C(C5=CC=CC=C5)NC(=O)OC(C)(C)C)O)O)OC(=O)C6=CC=CC=C6)(CO4)OC(=O)C)O)C)O. Drug 2: CN(CC1=CN=C2C(=N1)C(=NC(=N2)N)N)C3=CC=C(C=C3)C(=O)NC(CCC(=O)O)C(=O)O. Cell line: HOP-92. Synergy scores: CSS=4.97, Synergy_ZIP=-5.32, Synergy_Bliss=-0.571, Synergy_Loewe=-10.8, Synergy_HSA=-1.37. (2) Drug 1: CC1OCC2C(O1)C(C(C(O2)OC3C4COC(=O)C4C(C5=CC6=C(C=C35)OCO6)C7=CC(=C(C(=C7)OC)O)OC)O)O. Drug 2: C1CN(P(=O)(OC1)NCCCl)CCCl. Cell line: SW-620. Synergy scores: CSS=27.0, Synergy_ZIP=-1.68, Synergy_Bliss=-4.54, Synergy_Loewe=-31.1, Synergy_HSA=-4.40.